This data is from Catalyst prediction with 721,799 reactions and 888 catalyst types from USPTO. The task is: Predict which catalyst facilitates the given reaction. (1) Reactant: [NH2:1][OH:2].O.[N:4]1([C:10]([C:12]2[O:16][C:15]([S:17](Cl)(=[O:19])=[O:18])=[CH:14][CH:13]=2)=[O:11])[CH2:9][CH2:8][CH2:7][CH2:6][CH2:5]1.S(Cl)(Cl)(=O)=O. Product: [OH:2][NH:1][S:17]([C:15]1[O:16][C:12]([C:10]([N:4]2[CH2:9][CH2:8][CH2:7][CH2:6][CH2:5]2)=[O:11])=[CH:13][CH:14]=1)(=[O:19])=[O:18]. The catalyst class is: 217. (2) Reactant: [NH2:1][C@H:2]([CH2:17][NH:18][C:19](=[O:33])[CH:20]([C:27]1[CH:32]=[CH:31][CH:30]=[CH:29][CH:28]=1)[C:21]1[CH:26]=[CH:25][CH:24]=[CH:23][CH:22]=1)[CH2:3][CH2:4][CH2:5][NH:6]C(=O)OCC1C=CC=CC=1. Product: [NH2:1][C@@H:2]([CH2:3][CH2:4][CH2:5][NH2:6])[CH2:17][NH:18][C:19](=[O:33])[CH:20]([C:27]1[CH:32]=[CH:31][CH:30]=[CH:29][CH:28]=1)[C:21]1[CH:26]=[CH:25][CH:24]=[CH:23][CH:22]=1. The catalyst class is: 261. (3) Reactant: [NH2:1][C:2]([NH:4][C:5]1[NH:6][C:7]([C:13]2[CH:18]=[CH:17][CH:16]=[C:15]([OH:19])[CH:14]=2)=[CH:8][C:9]=1[C:10]([NH2:12])=[O:11])=[O:3].[H-].[Na+].F[C:23]1[CH:28]=[CH:27][C:26]([N+:29]([O-:31])=[O:30])=[CH:25][CH:24]=1.[Cl-].[NH4+]. Product: [NH2:1][C:2]([NH:4][C:5]1[NH:6][C:7]([C:13]2[CH:18]=[CH:17][CH:16]=[C:15]([O:19][C:23]3[CH:28]=[CH:27][C:26]([N+:29]([O-:31])=[O:30])=[CH:25][CH:24]=3)[CH:14]=2)=[CH:8][C:9]=1[C:10]([NH2:12])=[O:11])=[O:3]. The catalyst class is: 35. (4) Reactant: Cl[C:2]1[N:11]=[C:10]([NH:12][CH2:13][CH:14]([C:21]2[CH:26]=[CH:25][CH:24]=[CH:23][CH:22]=2)[C:15]2[CH:20]=[CH:19][CH:18]=[CH:17][CH:16]=2)[C:9]2[C:4](=[CH:5][CH:6]=[CH:7][CH:8]=2)[N:3]=1.[N:27]1[CH:35]=[C:34]2[C:30]([N:31]=[CH:32][NH:33]2)=[N:29][CH:28]=1.C(N(CC)C(C)C)(C)C. Product: [C:15]1([CH:14]([C:21]2[CH:26]=[CH:25][CH:24]=[CH:23][CH:22]=2)[CH2:13][NH:12][C:10]2[C:9]3[C:4](=[CH:5][CH:6]=[CH:7][CH:8]=3)[N:3]=[C:2]([N:31]3[CH:32]=[N:33][C:34]4[C:30]3=[N:29][CH:28]=[N:27][CH:35]=4)[N:11]=2)[CH:20]=[CH:19][CH:18]=[CH:17][CH:16]=1. The catalyst class is: 9.